This data is from Reaction yield outcomes from USPTO patents with 853,638 reactions. The task is: Predict the reaction yield, written as a fraction of the theoretical maximum amount of product (1.0 means a 100% yield; for example, 0.34 means a 34% yield). The reactants are [Cl:1][C:2]1[CH:7]=[C:6](/[CH:8]=[CH:9]/[CH:10]([C:15]2[CH:20]=[C:19]([Cl:21])[CH:18]=[C:17]([Cl:22])[CH:16]=2)[C:11]([F:14])([F:13])[F:12])[CH:5]=[CH:4][C:3]=1[CH2:23][NH2:24].C1C=CC2N([OH:34])N=NC=2C=1.CCN=C=NC[CH2:41][CH2:42]N(C)C.Cl.CCN(C(C)C)C(C)C. The catalyst is CN(C=O)C.O. The product is [Cl:1][C:2]1[CH:7]=[C:6](/[CH:8]=[CH:9]/[CH:10]([C:15]2[CH:16]=[C:17]([Cl:22])[CH:18]=[C:19]([Cl:21])[CH:20]=2)[C:11]([F:13])([F:14])[F:12])[CH:5]=[CH:4][C:3]=1[CH2:23][NH:24][C:41](=[O:34])[CH3:42]. The yield is 0.600.